The task is: Predict the reaction yield, written as a fraction of the theoretical maximum amount of product (1.0 means a 100% yield; for example, 0.34 means a 34% yield).. This data is from Reaction yield outcomes from USPTO patents with 853,638 reactions. (1) The reactants are [CH:1]1([CH2:6][N:7]([CH2:29][CH:30]2[CH2:34][CH2:33][CH2:32][CH2:31]2)[C@@H:8]2[CH2:13][CH2:12][C@@H:11]([CH2:14][C:15]([O:17]C)=[O:16])[CH2:10][C@H:9]2[C:19]2[CH:24]=[CH:23][C:22]([C:25]([F:28])([F:27])[F:26])=[CH:21][CH:20]=2)[CH2:5][CH2:4][CH2:3][CH2:2]1.[OH-].[Na+].Cl. The catalyst is C1COCC1.CO. The product is [CH:1]1([CH2:6][N:7]([CH2:29][CH:30]2[CH2:31][CH2:32][CH2:33][CH2:34]2)[C@@H:8]2[CH2:13][CH2:12][C@@H:11]([CH2:14][C:15]([OH:17])=[O:16])[CH2:10][C@H:9]2[C:19]2[CH:24]=[CH:23][C:22]([C:25]([F:26])([F:27])[F:28])=[CH:21][CH:20]=2)[CH2:2][CH2:3][CH2:4][CH2:5]1. The yield is 0.920. (2) The reactants are [Cl:1][C:2]1[CH:3]=[C:4]2[C:12](=[CH:13][CH:14]=1)[NH:11][C:10]1[C:9](=O)[CH2:8][CH2:7][CH2:6][C:5]2=1.C([O-])(=O)C.[NH4+].C([BH3-])#[N:22].[Na+].Cl. The catalyst is CO. The product is [Cl:1][C:2]1[CH:3]=[C:4]2[C:12](=[CH:13][CH:14]=1)[NH:11][C:10]1[CH:9]([NH2:22])[CH2:8][CH2:7][CH2:6][C:5]2=1. The yield is 0.520. (3) The catalyst is [Cu]I.CN(C)C=O. The product is [OH:1][C:2]1[C:7]([C:8]2[S:9][CH:10]=[CH:11][CH:12]=2)=[N:6][N:5]([CH2:13][C:14]2([C:17]([F:20])([F:19])[F:18])[CH2:16][CH2:15]2)[C:4](=[O:21])[C:3]=1[C:22]1[NH:27][C:26]2[CH:28]=[CH:29][C:30]([N:60]([CH3:59])[S:61]([CH3:64])(=[O:63])=[O:62])=[CH:31][C:25]=2[S:24](=[O:34])(=[O:33])[N:23]=1. The yield is 0.390. The reactants are [OH:1][C:2]1[C:7]([C:8]2[S:9][CH:10]=[CH:11][CH:12]=2)=[N:6][N:5]([CH2:13][C:14]2([C:17]([F:20])([F:19])[F:18])[CH2:16][CH2:15]2)[C:4](=[O:21])[C:3]=1[C:22]1[NH:27][C:26]2[CH:28]=[CH:29][C:30](I)=[CH:31][C:25]=2[S:24](=[O:34])(=[O:33])[N:23]=1.[O-]P(OP(OP([O-])([O-])=O)([O-])=O)(=O)[O-].[K+].[K+].[K+].[K+].[K+].N(CC(O)=O)C.[CH3:59][NH:60][S:61]([CH3:64])(=[O:63])=[O:62]. (4) The reactants are [C:1]([O:5][C:6]([N:8]1[CH2:12][CH2:11][CH:10]([C:13]([OH:15])=O)[CH2:9]1)=[O:7])([CH3:4])([CH3:3])[CH3:2].Cl.[CH3:17][NH:18][O:19][CH3:20].Cl.CN(C)CCCN=C=NCC.ON1C2C=CC=CC=2N=N1.C(N(C(C)C)CC)(C)C. The yield is 0.720. The catalyst is CN(C=O)C. The product is [C:1]([O:5][C:6]([N:8]1[CH2:12][CH2:11][CH:10]([C:13](=[O:15])[N:18]([O:19][CH3:20])[CH3:17])[CH2:9]1)=[O:7])([CH3:2])([CH3:3])[CH3:4]. (5) The reactants are [CH2:1]([N:5]1[CH2:9][CH2:8][CH:7]([S:10]([C:13]2[CH:18]=[CH:17][C:16]([OH:19])=[CH:15][CH:14]=2)(=[O:12])=[O:11])[CH2:6]1)[CH2:2][CH:3]=[CH2:4].CN(C=O)C.Br[C:26]1[CH:27]=[C:28]([CH3:32])[CH:29]=[CH:30][CH:31]=1.C([O-])([O-])=O.[K+].[K+]. The catalyst is C1COCC1.B1C2CCCC1CCC2. The product is [C:28]1([CH3:32])[CH:29]=[CH:30][CH:31]=[C:26]([CH2:4][CH2:3][CH2:2][CH2:1][N:5]2[CH2:9][CH2:8][CH:7]([S:10]([C:13]3[CH:14]=[CH:15][C:16]([OH:19])=[CH:17][CH:18]=3)(=[O:12])=[O:11])[CH2:6]2)[CH:27]=1. The yield is 0.470.